Task: Predict which catalyst facilitates the given reaction.. Dataset: Catalyst prediction with 721,799 reactions and 888 catalyst types from USPTO (1) Reactant: C[Si]([C:5]#[C:6][C:7]1[CH:8]=[CH:9][C:10]([NH2:13])=[N:11][CH:12]=1)(C)C.C([O-])([O-])=O.[K+].[K+]. Product: [C:6]([C:7]1[CH:8]=[CH:9][C:10]([NH2:13])=[N:11][CH:12]=1)#[CH:5]. The catalyst class is: 5. (2) Reactant: [C:1](=O)([O-])O.[Na+].[S:6]=[C:7]1[NH:12][C:11]2[NH:13][CH:14]=[CH:15][C:10]=2[C:9](=[O:16])[N:8]1[C:17]1[CH:22]=[CH:21][C:20]([O:23][C:24]([F:27])([F:26])[F:25])=[CH:19][CH:18]=1.IC. Product: [CH3:1][S:6][C:7]1[N:8]([C:17]2[CH:18]=[CH:19][C:20]([O:23][C:24]([F:27])([F:26])[F:25])=[CH:21][CH:22]=2)[C:9](=[O:16])[C:10]2[CH:15]=[CH:14][NH:13][C:11]=2[N:12]=1. The catalyst class is: 9. (3) Reactant: [CH:1]1([C:7]2[C:11]([CH2:12][CH2:13][CH2:14][OH:15])=[CH:10][N:9]([C:16]3[CH:21]=[CH:20][C:19]([C:22]([F:25])([F:24])[F:23])=[CH:18][N:17]=3)[N:8]=2)[CH2:6][CH2:5][CH2:4][CH2:3][CH2:2]1.[CH2:26]([O:28][C:29]1[C:30](O)=[C:31]([CH2:35][C:36]([O:38]C)=[O:37])[CH:32]=[CH:33][CH:34]=1)[CH3:27].C(P(CCCC)CCCC)CCC.N(C(N1CCCCC1)=O)=NC(N1CCCCC1)=O. Product: [CH:1]1([C:7]2[C:11]([CH2:12][CH2:13][CH2:14][O:15][C:30]3[C:29]([O:28][CH2:26][CH3:27])=[CH:34][CH:33]=[CH:32][C:31]=3[CH2:35][C:36]([OH:38])=[O:37])=[CH:10][N:9]([C:16]3[CH:21]=[CH:20][C:19]([C:22]([F:23])([F:24])[F:25])=[CH:18][N:17]=3)[N:8]=2)[CH2:6][CH2:5][CH2:4][CH2:3][CH2:2]1. The catalyst class is: 7. (4) Reactant: [NH2:1][C@H:2]([C:5]1[N:14]([CH:15]2[CH2:17][CH2:16]2)[C:13](=[O:18])[C:12]2[C:7](=[CH:8][CH:9]=[CH:10][C:11]=2[Cl:19])[N:6]=1)[CH2:3][CH3:4].[NH2:20][C:21]1[C:26]([C:27]2[N:31]=[C:30]([C:32]([NH2:34])=[O:33])[N:29]([CH3:35])[N:28]=2)=[C:25](Cl)[N:24]=[CH:23][N:22]=1.CCN(C(C)C)C(C)C. Product: [NH2:20][C:21]1[C:26]([C:27]2[N:31]=[C:30]([C:32]([NH2:34])=[O:33])[N:29]([CH3:35])[N:28]=2)=[C:25]([NH:1][C@H:2]([C:5]2[N:14]([CH:15]3[CH2:16][CH2:17]3)[C:13](=[O:18])[C:12]3[C:7](=[CH:8][CH:9]=[CH:10][C:11]=3[Cl:19])[N:6]=2)[CH2:3][CH3:4])[N:24]=[CH:23][N:22]=1. The catalyst class is: 114. (5) Reactant: [C:1]([O:10][CH:11]([CH3:13])[CH3:12])(=[O:9])[CH2:2][C:3]([O:5][CH:6]([CH3:8])[CH3:7])=[O:4].[H-].[Na+].CN(C)C=O.[H][H].Br[CH2:24][C:25]([O:30][CH3:31])([O:28][CH3:29])[CH2:26]Br. Product: [CH3:29][O:28][C:25]1([O:30][CH3:31])[CH2:26][C:2]([C:3]([O:5][CH:6]([CH3:7])[CH3:8])=[O:4])([C:1]([O:10][CH:11]([CH3:13])[CH3:12])=[O:9])[CH2:24]1. The catalyst class is: 775. (6) Reactant: Cl[C:2]1[N:12]=[C:11]([NH:13][C:14]2[CH:19]=[CH:18][C:17]([N:20]3[CH2:25][CH2:24][N:23](C(OC(C)(C)C)=O)[CH2:22][CH2:21]3)=[CH:16][CH:15]=2)[C:10]2[C:9](=[O:33])[NH:8][CH2:7][CH2:6][NH:5][C:4]=2[CH:3]=1.[Br-].[Cl:35][C:36]1[CH:43]=[CH:42][CH:41]=[C:40]([Cl:44])[C:37]=1[CH2:38][Zn+]. Product: [Cl:35][C:36]1[CH:43]=[CH:42][CH:41]=[C:40]([Cl:44])[C:37]=1[CH2:38][C:2]1[N:12]=[C:11]([NH:13][C:14]2[CH:15]=[CH:16][C:17]([N:20]3[CH2:25][CH2:24][NH:23][CH2:22][CH2:21]3)=[CH:18][CH:19]=2)[C:10]2[C:9](=[O:33])[NH:8][CH2:7][CH2:6][NH:5][C:4]=2[CH:3]=1. The catalyst class is: 602.